From a dataset of Peptide-MHC class II binding affinity with 134,281 pairs from IEDB. Regression. Given a peptide amino acid sequence and an MHC pseudo amino acid sequence, predict their binding affinity value. This is MHC class II binding data. (1) The peptide sequence is SEPGKYTAYEGQRVVF. The MHC is HLA-DPA10201-DPB10101 with pseudo-sequence HLA-DPA10201-DPB10101. The binding affinity (normalized) is 0.357. (2) The peptide sequence is EPAYFATAESVRDHL. The MHC is DRB3_0101 with pseudo-sequence DRB3_0101. The binding affinity (normalized) is 0.364. (3) The peptide sequence is KFPELGMNPSHCNEM. The MHC is DRB4_0101 with pseudo-sequence DRB4_0103. The binding affinity (normalized) is 0.355. (4) The peptide sequence is GKIWPSHKGRPGNFLQSR. The MHC is DRB1_0405 with pseudo-sequence DRB1_0405. The binding affinity (normalized) is 0.215. (5) The peptide sequence is TMLLGMLMICSAA. The MHC is DRB3_0101 with pseudo-sequence DRB3_0101. The binding affinity (normalized) is 0.297. (6) The peptide sequence is NLCCSQWGWCGSTDE. The MHC is HLA-DPA10201-DPB11401 with pseudo-sequence HLA-DPA10201-DPB11401. The binding affinity (normalized) is 0. (7) The MHC is DRB1_0101 with pseudo-sequence DRB1_0101. The peptide sequence is TEAFEKMVSLLSVLL. The binding affinity (normalized) is 0.753. (8) The peptide sequence is AAAQASAAAAAYEAA. The MHC is DRB1_1602 with pseudo-sequence DRB1_1602. The binding affinity (normalized) is 0.365. (9) The peptide sequence is AVDGRFAVPQILGDE. The MHC is HLA-DQA10501-DQB10201 with pseudo-sequence HLA-DQA10501-DQB10201. The binding affinity (normalized) is 0.452.